Task: Regression. Given a peptide amino acid sequence and an MHC pseudo amino acid sequence, predict their binding affinity value. This is MHC class II binding data.. Dataset: Peptide-MHC class II binding affinity with 134,281 pairs from IEDB (1) The peptide sequence is QRKVFRELVRNCDLP. The MHC is DRB1_0301 with pseudo-sequence DRB1_0301. The binding affinity (normalized) is 0.497. (2) The peptide sequence is LVGPTPVNIIGRNILTQIGC. The MHC is HLA-DQA10301-DQB10302 with pseudo-sequence HLA-DQA10301-DQB10302. The binding affinity (normalized) is 0.259. (3) The peptide sequence is SQDLELCWNLNGLQAY. The binding affinity (normalized) is 0.423. The MHC is DRB1_0401 with pseudo-sequence DRB1_0401.